This data is from Reaction yield outcomes from USPTO patents with 853,638 reactions. The task is: Predict the reaction yield, written as a fraction of the theoretical maximum amount of product (1.0 means a 100% yield; for example, 0.34 means a 34% yield). (1) The catalyst is C(Cl)Cl. The yield is 0.942. The reactants are [C:1]([S:20][CH2:21][CH2:22][NH2:23])([C:14]1[CH:19]=[CH:18][CH:17]=[CH:16][CH:15]=1)([C:8]1[CH:13]=[CH:12][CH:11]=[CH:10][CH:9]=1)[C:2]1[CH:7]=[CH:6][CH:5]=[CH:4][CH:3]=1.C(N(CC)CC)C.[Br:31][CH2:32][C:33](Br)=[O:34].O. The product is [C:1]([S:20][CH2:21][CH2:22][NH:23][C:33](=[O:34])[CH2:32][Br:31])([C:8]1[CH:13]=[CH:12][CH:11]=[CH:10][CH:9]=1)([C:14]1[CH:15]=[CH:16][CH:17]=[CH:18][CH:19]=1)[C:2]1[CH:7]=[CH:6][CH:5]=[CH:4][CH:3]=1. (2) The yield is 0.810. The product is [Cl:29][C:30]1[CH:31]=[CH:32][C:33]([O:38][CH2:39][C@@H:40]([F:1])[CH2:41][O:42][C:43]([C:56]2[CH:61]=[CH:60][CH:59]=[CH:58][CH:57]=2)([C:50]2[CH:55]=[CH:54][CH:53]=[CH:52][CH:51]=2)[C:44]2[CH:49]=[CH:48][CH:47]=[CH:46][CH:45]=2)=[C:34]([CH:37]=1)[C:35]#[N:36]. The catalyst is C1(C)C=CC=CC=1. The reactants are [F:1]C(F)(S(F)(=O)=O)C(F)(F)C(F)(F)C(F)(F)F.N12CCCN=C1CCCCC2.[Cl:29][C:30]1[CH:31]=[CH:32][C:33]([O:38][CH2:39][C@H:40](O)[CH2:41][O:42][C:43]([C:56]2[CH:61]=[CH:60][CH:59]=[CH:58][CH:57]=2)([C:50]2[CH:55]=[CH:54][CH:53]=[CH:52][CH:51]=2)[C:44]2[CH:49]=[CH:48][CH:47]=[CH:46][CH:45]=2)=[C:34]([CH:37]=1)[C:35]#[N:36].[OH-].[Na+]. (3) The reactants are [F:1][C:2]([F:17])([F:16])[C:3]1[CH:8]=[CH:7][C:6]([N:9]2[CH:13]=[CH:12][C:11]([CH:14]=O)=[CH:10]2)=[CH:5][CH:4]=1.[NH:18]1[CH2:23][CH2:22][CH:21]([NH:24][C:25](=[O:31])[O:26][C:27]([CH3:30])([CH3:29])[CH3:28])[CH2:20][CH2:19]1.C(O[BH-](OC(=O)C)OC(=O)C)(=O)C.[Na+]. The catalyst is C(Cl)Cl. The product is [C:27]([O:26][C:25](=[O:31])[NH:24][CH:21]1[CH2:22][CH2:23][N:18]([CH2:14][C:11]2[CH:12]=[CH:13][N:9]([C:6]3[CH:7]=[CH:8][C:3]([C:2]([F:17])([F:16])[F:1])=[CH:4][CH:5]=3)[CH:10]=2)[CH2:19][CH2:20]1)([CH3:30])([CH3:28])[CH3:29]. The yield is 0.850. (4) The reactants are [C:1]1([C:24]2[CH:29]=[CH:28][CH:27]=[CH:26][CH:25]=2)[C:2]([C:7]([C:9]2[NH:10][C:11]3[C:16]([C:17]=2[CH2:18][C:19]([O:21]CC)=[O:20])=[CH:15][CH:14]=[CH:13][CH:12]=3)=[O:8])=[CH:3][CH:4]=[CH:5][CH:6]=1.[OH-].[K+].CCOCC. The catalyst is C1COCC1.CO. The product is [C:1]1([C:24]2[CH:29]=[CH:28][CH:27]=[CH:26][CH:25]=2)[C:2]([C:7]([C:9]2[NH:10][C:11]3[C:16]([C:17]=2[CH2:18][C:19]([OH:21])=[O:20])=[CH:15][CH:14]=[CH:13][CH:12]=3)=[O:8])=[CH:3][CH:4]=[CH:5][CH:6]=1. The yield is 0.795. (5) The reactants are CS(O)(=O)=O.[NH2:6][CH2:7][C:8]1[CH:9]=[C:10]2[C:14](=[CH:15][CH:16]=1)[C:13](=[O:17])[N:12]([CH:18]1[CH2:23][CH2:22][C:21](=[O:24])[NH:20][C:19]1=[O:25])[CH2:11]2.[CH2:26]([N:29]=[C:30]=[O:31])[CH2:27][CH3:28].C(N(CC)CC)C.Cl. The catalyst is C(#N)C. The product is [O:25]=[C:19]1[CH:18]([N:12]2[CH2:11][C:10]3[C:14](=[CH:15][CH:16]=[C:8]([CH2:7][NH:6][C:30]([NH:29][CH2:26][CH2:27][CH3:28])=[O:31])[CH:9]=3)[C:13]2=[O:17])[CH2:23][CH2:22][C:21](=[O:24])[NH:20]1. The yield is 0.530. (6) The reactants are [C:1]1([CH2:7][CH:8]([P:18](=[O:21])([OH:20])[OH:19])[NH:9][S:10]([C:13]2[S:14][CH:15]=[CH:16][CH:17]=2)(=[O:12])=[O:11])[CH:6]=[CH:5][CH:4]=[CH:3][CH:2]=1.[N+:22]([C:25]1[CH:30]=[CH:29][C:28](O)=[CH:27][CH:26]=1)([O-:24])=[O:23].ClC(Cl)(Cl)C#N. The catalyst is N1C=CC=CC=1. The product is [NH4+:9].[N+:22]([C:25]1[CH:30]=[CH:29][C:28]([O:21][P:18]([CH:8]([NH:9][S:10]([C:13]2[S:14][CH:15]=[CH:16][CH:17]=2)(=[O:11])=[O:12])[CH2:7][C:1]2[CH:6]=[CH:5][CH:4]=[CH:3][CH:2]=2)(=[O:19])[O-:20])=[CH:27][CH:26]=1)([O-:24])=[O:23]. The yield is 0.520. (7) The reactants are [Cr](Cl)([O-])(=O)=O.[NH+]1C=CC=CC=1.[Br:12][C:13]1[C:18]([CH2:19][CH:20]([C:22]2[CH:27]=[CH:26][CH:25]=[C:24]([Cl:28])[CH:23]=2)[OH:21])=[CH:17][CH:16]=[CH:15][N:14]=1. The catalyst is ClCCl. The product is [Br:12][C:13]1[C:18]([CH2:19][C:20]([C:22]2[CH:27]=[CH:26][CH:25]=[C:24]([Cl:28])[CH:23]=2)=[O:21])=[CH:17][CH:16]=[CH:15][N:14]=1. The yield is 0.640.